This data is from Full USPTO retrosynthesis dataset with 1.9M reactions from patents (1976-2016). The task is: Predict the reactants needed to synthesize the given product. (1) Given the product [CH2:12]([N:14]([CH2:18][CH3:19])[CH2:15][CH2:16][NH:17][C:6](=[O:8])[C:5]1[C:4](=[CH:3][C:2]([NH2:1])=[CH:10][CH:9]=1)[OH:11])[CH3:13], predict the reactants needed to synthesize it. The reactants are: [NH2:1][C:2]1[CH:3]=[C:4]([OH:11])[C:5](=[CH:9][CH:10]=1)[C:6]([OH:8])=O.[CH2:12]([N:14]([CH2:18][CH3:19])[CH2:15][CH2:16][NH2:17])[CH3:13].CN(C(ON1N=NC2C=CC=CC1=2)=[N+](C)C)C.[B-](F)(F)(F)F.C1C=CC2N(O)N=NC=2C=1.CCN(C(C)C)C(C)C.C(=O)(O)[O-].[Na+]. (2) Given the product [OH:8][C:9]1[CH:10]=[C:11]([NH:18][C:19](=[O:25])[O:20][C:21]([CH3:23])([CH3:22])[CH3:24])[C:12]2[N:13]([N:15]=[CH:16][CH:17]=2)[CH:14]=1, predict the reactants needed to synthesize it. The reactants are: C([O:8][C:9]1[CH:10]=[C:11]([NH:18][C:19](=[O:25])[O:20][C:21]([CH3:24])([CH3:23])[CH3:22])[C:12]2[N:13]([N:15]=[CH:16][CH:17]=2)[CH:14]=1)C1C=CC=CC=1. (3) Given the product [Br:1][C:2]1[CH:3]=[C:4]2[C:9](=[CH:10][C:11]=1[O:12][CH2:13][C:14]1[CH:15]=[N:16][CH:17]=[C:18]([S:20]([CH3:21])=[O:34])[CH:19]=1)[N:8]=[CH:7][N:6]=[C:5]2[NH:22][CH:23]([CH3:25])[CH3:24], predict the reactants needed to synthesize it. The reactants are: [Br:1][C:2]1[CH:3]=[C:4]2[C:9](=[CH:10][C:11]=1[O:12][CH2:13][C:14]1[CH:15]=[N:16][CH:17]=[C:18]([S:20][CH3:21])[CH:19]=1)[N:8]=[CH:7][N:6]=[C:5]2[NH:22][CH:23]([CH3:25])[CH3:24].ClC1C=CC=C(C(OO)=[O:34])C=1.[OH-].[Na+]. (4) Given the product [C:23]1([CH2:8][CH2:9][O:10][CH2:11][C:12]2[O:16][N:15]=[C:14]([C:17]([OH:19])=[O:18])[CH:13]=2)[CH:22]=[CH:14][CH:13]=[CH:12][CH:11]=1, predict the reactants needed to synthesize it. The reactants are: O([CH2:8][CH2:9][O:10][CH2:11][C:12]1[O:16][N:15]=[C:14]([C:17]([O:19]CC)=[O:18])[CH:13]=1)C1C=CC=CC=1.[CH2:22](O)[CH3:23].[OH-].[K+]. (5) Given the product [CH2:8]=[CH:7][CH2:6][CH:5]([C:9]1[CH:17]=[CH:16][C:15]([NH:18][C:19](=[O:20])[O:21][C:22]([CH3:24])([CH3:23])[CH3:25])=[C:14]2[C:10]=1[CH2:11][N:12]([CH3:27])[C:13]2=[O:26])[CH2:34][CH:33]=[CH2:32], predict the reactants needed to synthesize it. The reactants are: C(O[CH:5]([C:9]1[CH:17]=[CH:16][C:15]([NH:18][C:19]([O:21][C:22]([CH3:25])([CH3:24])[CH3:23])=[O:20])=[C:14]2[C:10]=1[CH2:11][N:12]([CH3:27])[C:13]2=[O:26])[CH2:6][CH:7]=[CH2:8])(=O)C.[Br-].[Br-].[Br-].[In+3].[CH2:32]([Si](C)(C)C)[CH:33]=[CH2:34].